Dataset: Reaction yield outcomes from USPTO patents with 853,638 reactions. Task: Predict the reaction yield, written as a fraction of the theoretical maximum amount of product (1.0 means a 100% yield; for example, 0.34 means a 34% yield). (1) The reactants are [NH2:1][CH2:2][CH2:3][CH2:4][OH:5].[C:6](O[C:6]([O:8][C:9]([CH3:12])([CH3:11])[CH3:10])=[O:7])([O:8][C:9]([CH3:12])([CH3:11])[CH3:10])=[O:7].Cl.[OH-].[Na+]. The catalyst is O1CCOCC1. The product is [OH:5][CH2:4][CH2:3][CH2:2][NH:1][C:6](=[O:7])[O:8][C:9]([CH3:12])([CH3:11])[CH3:10]. The yield is 0.940. (2) The reactants are C[N:2](C)[C:3]([CH3:24])=[CH:4][C:5]([C:7]1[C:12](=[O:13])[CH:11]=[CH:10][N:9]([C:14]2[CH:19]=[CH:18][CH:17]=[C:16]([C:20]([F:23])([F:22])[F:21])[CH:15]=2)[N:8]=1)=O.[C:26]1([NH:32]N)[CH:31]=[CH:30][CH:29]=[CH:28][CH:27]=1. The catalyst is C(O)(=O)C. The product is [CH3:24][C:3]1[CH:4]=[C:5]([C:7]2[C:12](=[O:13])[CH:11]=[CH:10][N:9]([C:14]3[CH:19]=[CH:18][CH:17]=[C:16]([C:20]([F:23])([F:22])[F:21])[CH:15]=3)[N:8]=2)[N:32]([C:26]2[CH:31]=[CH:30][CH:29]=[CH:28][CH:27]=2)[N:2]=1. The yield is 0.160. (3) The reactants are [Cl:1][C:2]1[CH:3]=[CH:4][C:5]2[NH:6][CH:7]=[N:8][C:9](=O)[C:10]=2[N:11]=1.O=P(Cl)(Cl)[Cl:15].C(N(C(C)C)CC)(C)C. No catalyst specified. The product is [Cl:15][C:9]1[C:10]2[N:11]=[C:2]([Cl:1])[CH:3]=[CH:4][C:5]=2[N:6]=[CH:7][N:8]=1. The yield is 0.780. (4) The reactants are [H-].[H-].[H-].[H-].[Li+].[Al+3].[Cl:7][C:8]1[CH:9]=[C:10]([OH:17])[C:11](=[CH:15][CH:16]=1)[C:12](O)=[O:13].O.Cl. The catalyst is C1COCC1.C(OCC)(=O)C. The product is [Cl:7][C:8]1[CH:16]=[CH:15][C:11]([CH2:12][OH:13])=[C:10]([OH:17])[CH:9]=1. The yield is 0.700. (5) The yield is 0.0200. The catalyst is C1C=CC([P]([Pd]([P](C2C=CC=CC=2)(C2C=CC=CC=2)C2C=CC=CC=2)([P](C2C=CC=CC=2)(C2C=CC=CC=2)C2C=CC=CC=2)[P](C2C=CC=CC=2)(C2C=CC=CC=2)C2C=CC=CC=2)(C2C=CC=CC=2)C2C=CC=CC=2)=CC=1.COCCOC.O. The reactants are [CH3:1][O:2][C:3](=[O:35])[NH:4][CH:5]([C:9](=[O:34])[NH:10][C:11]1([C:14]2[NH:15][C:16]([C:19]3[CH:24]=[CH:23][C:22](B4OC(C)(C)C(C)(C)O4)=[CH:21][CH:20]=3)=[CH:17][N:18]=2)[CH2:13][CH2:12]1)[CH:6]([CH3:8])[CH3:7].[CH3:36][O:37][C:38](=[O:63])[NH:39][CH:40]([C:44]([N:46]1[CH2:50][CH2:49][CH2:48][CH:47]1[C:51]1[NH:52][C:53]([C:56]2[CH:61]=[CH:60][C:59](Br)=[CH:58][CH:57]=2)=[CH:54][N:55]=1)=[O:45])[CH:41]([CH3:43])[CH3:42].C([O-])([O-])=O.[K+].[K+]. The product is [CH3:36][O:37][C:38](=[O:63])[NH:39][CH:40]([C:44]([N:46]1[CH2:50][CH2:49][CH2:48][CH:47]1[C:51]1[NH:52][C:53]([C:56]2[CH:61]=[CH:60][C:59]([C:22]3[CH:23]=[CH:24][C:19]([C:16]4[NH:15][C:14]([C:11]5([NH:10][C:9](=[O:34])[CH:5]([NH:4][C:3]([O:2][CH3:1])=[O:35])[CH:6]([CH3:8])[CH3:7])[CH2:12][CH2:13]5)=[N:18][CH:17]=4)=[CH:20][CH:21]=3)=[CH:58][CH:57]=2)=[CH:54][N:55]=1)=[O:45])[CH:41]([CH3:43])[CH3:42]. (6) The reactants are [Br:1][C:2]1[CH:11]=[C:10]2[C:5]([CH2:6][CH2:7][CH2:8][C:9]2=[O:12])=[CH:4][CH:3]=1.Cl.[NH2:14]O.[Na]. The catalyst is CO. The product is [Br:1][C:2]1[CH:3]=[CH:4][C:5]2[CH2:6][CH2:7][CH2:8][C:9](=[O:12])[NH:14][C:10]=2[CH:11]=1. The yield is 0.660. (7) The reactants are C([O:3][C:4](=[O:33])[CH2:5][CH2:6][C:7]1[N:8]([C:23]2[CH:28]=[CH:27][C:26]([C:29](=[O:31])N)=[CH:25][C:24]=2[CH3:32])[C:9]([C:12]2[CH:17]=[CH:16][C:15]([C:18]3[N:19]=[N:20][NH:21][N:22]=3)=[CH:14][CH:13]=2)=[CH:10][CH:11]=1)C.[OH-:34].[Na+]. The catalyst is CO. The product is [N:19]1[NH:20][N:21]=[N:22][C:18]=1[C:15]1[CH:16]=[CH:17][C:12]([C:9]2[N:8]([C:23]3[CH:28]=[CH:27][C:26]([C:29]([OH:34])=[O:31])=[CH:25][C:24]=3[CH3:32])[C:7]([CH2:6][CH2:5][C:4]([OH:3])=[O:33])=[CH:11][CH:10]=2)=[CH:13][CH:14]=1. The yield is 0.650.